Dataset: Catalyst prediction with 721,799 reactions and 888 catalyst types from USPTO. Task: Predict which catalyst facilitates the given reaction. (1) Reactant: [F:1][C:2]1[CH:23]=[CH:22][C:5]([CH2:6][N:7]2[CH2:12][CH2:11][CH2:10][CH:9](S(C3C=CC=CC=3)=O)[C:8]2=[O:21])=[CH:4][CH:3]=1.C(=O)([O-])[O-].[Na+].[Na+]. Product: [F:1][C:2]1[CH:3]=[CH:4][C:5]([CH2:6][N:7]2[CH2:12][CH2:11][CH:10]=[CH:9][C:8]2=[O:21])=[CH:22][CH:23]=1. The catalyst class is: 11. (2) Reactant: C(C[O:4][C:5](=O)[CH2:6][CH2:7][CH2:8][CH2:9][CH2:10][C:11]1[C:19]2[C:14](=[CH:15][CH:16]=[CH:17][CH:18]=2)[NH:13][CH:12]=1)#N.[NH3:21]. Product: [NH:13]1[C:14]2[C:19](=[CH:18][CH:17]=[CH:16][CH:15]=2)[C:11]([CH2:10][CH2:9][CH2:8][CH2:7][CH2:6][C:5]([NH2:21])=[O:4])=[CH:12]1. The catalyst class is: 7. (3) Reactant: FC(F)(F)C(O)=O.[O:8]1[C:12]2[CH:13]=[CH:14][CH:15]=[CH:16][C:11]=2[C:10]([NH:17][C:18]([N:20]2[CH2:25][CH2:24][NH:23][CH2:22][CH2:21]2)=[O:19])=[N:9]1.C(N(CC)CC)C.[C:33](Cl)(=[O:40])[C:34]1[CH:39]=[CH:38][CH:37]=[CH:36][CH:35]=1.O. Product: [O:8]1[C:12]2[CH:13]=[CH:14][CH:15]=[CH:16][C:11]=2[C:10]([NH:17][C:18]([N:20]2[CH2:25][CH2:24][N:23]([C:33](=[O:40])[C:34]3[CH:39]=[CH:38][CH:37]=[CH:36][CH:35]=3)[CH2:22][CH2:21]2)=[O:19])=[N:9]1. The catalyst class is: 7. (4) Reactant: C(O[C:6](=O)[N:7]([CH2:9][CH2:10][Br:11])C)(C)(C)C.[N:13]12[CH2:20][CH2:19][CH:16]([CH2:17][CH2:18]1)[C@@H:15]([O:21][C:22](=[O:37])[C:23]([OH:36])([C:30]1[CH:35]=[CH:34][CH:33]=[CH:32][CH:31]=1)[C:24]1[CH:29]=[CH:28][CH:27]=[CH:26][CH:25]=1)[CH2:14]2. Product: [BrH:11].[Br-:11].[OH:36][C:23]([C:24]1[CH:29]=[CH:28][CH:27]=[CH:26][CH:25]=1)([C:30]1[CH:35]=[CH:34][CH:33]=[CH:32][CH:31]=1)[C:22]([O:21][C@@H:15]1[CH:16]2[CH2:17][CH2:18][N+:13]([CH2:10][CH2:9][NH:7][CH3:6])([CH2:20][CH2:19]2)[CH2:14]1)=[O:37]. The catalyst class is: 3. (5) Reactant: [NH2:1][CH2:2][C:3]([CH3:8])([CH3:7])[C:4]([NH2:6])=[O:5].OC1C=CC=CN=1.[C:16]([O:20][C:21](=[O:50])[NH:22][C@H:23]([C@@H:41]1[CH2:45][C@@H:44]([CH:46]([CH3:48])[CH3:47])[C:43](=[O:49])[O:42]1)[CH2:24][N:25]1[CH2:30][C:29](=[O:31])[N:28]([C:32]2[CH:37]=[CH:36][CH:35]=[CH:34][C:33]=2[Cl:38])[CH2:27][C:26]1([CH3:40])[CH3:39])([CH3:19])([CH3:18])[CH3:17]. Product: [C:16]([O:20][C:21](=[O:50])[NH:22][C@@H:23]([CH2:24][N:25]1[CH2:30][C:29](=[O:31])[N:28]([C:32]2[CH:37]=[CH:36][CH:35]=[CH:34][C:33]=2[Cl:38])[CH2:27][C:26]1([CH3:39])[CH3:40])[C@@H:41]([OH:42])[CH2:45][C@H:44]([C:43](=[O:49])[NH:1][CH2:2][C:3]([C:4](=[O:5])[NH2:6])([CH3:8])[CH3:7])[CH:46]([CH3:48])[CH3:47])([CH3:17])([CH3:18])[CH3:19]. The catalyst class is: 66. (6) Reactant: [CH3:1][O:2][C:3]1[C:8]([O:9][CH3:10])=[CH:7][CH:6]=[CH:5][C:4]=1[CH2:11][C:12]([OH:14])=O.C(Cl)(=O)C(Cl)=O.[NH2:21][C:22]1[C:27]([C:28]#[N:29])=[C:26]([O:30][CH2:31][CH3:32])[N:25]=[C:24]([NH2:33])[CH:23]=1.NC1C(N)=NC=CC=1. Product: [NH2:21][C:22]1[C:27]([C:28]#[N:29])=[C:26]([O:30][CH2:31][CH3:32])[N:25]=[C:24]([NH:33][C:12](=[O:14])[CH2:11][C:4]2[CH:5]=[CH:6][CH:7]=[C:8]([O:9][CH3:10])[C:3]=2[O:2][CH3:1])[CH:23]=1. The catalyst class is: 202.